Regression. Given two drug SMILES strings and cell line genomic features, predict the synergy score measuring deviation from expected non-interaction effect. From a dataset of NCI-60 drug combinations with 297,098 pairs across 59 cell lines. (1) Drug 1: C1=NC2=C(N1)C(=S)N=C(N2)N. Drug 2: C1=NC2=C(N=C(N=C2N1C3C(C(C(O3)CO)O)O)F)N. Cell line: HCC-2998. Synergy scores: CSS=24.8, Synergy_ZIP=-11.2, Synergy_Bliss=-16.7, Synergy_Loewe=-20.5, Synergy_HSA=-13.6. (2) Drug 1: CC1=C(C=C(C=C1)NC2=NC=CC(=N2)N(C)C3=CC4=NN(C(=C4C=C3)C)C)S(=O)(=O)N.Cl. Drug 2: C#CCC(CC1=CN=C2C(=N1)C(=NC(=N2)N)N)C3=CC=C(C=C3)C(=O)NC(CCC(=O)O)C(=O)O. Cell line: SK-MEL-5. Synergy scores: CSS=2.86, Synergy_ZIP=-0.547, Synergy_Bliss=2.32, Synergy_Loewe=0.0891, Synergy_HSA=0.0368.